From a dataset of Peptide-MHC class II binding affinity with 134,281 pairs from IEDB. Regression. Given a peptide amino acid sequence and an MHC pseudo amino acid sequence, predict their binding affinity value. This is MHC class II binding data. The peptide sequence is TPALGKDTVAVSGKWY. The MHC is DRB1_0401 with pseudo-sequence DRB1_0401. The binding affinity (normalized) is 0.689.